Dataset: hERG potassium channel inhibition data for cardiac toxicity prediction from Karim et al.. Task: Regression/Classification. Given a drug SMILES string, predict its toxicity properties. Task type varies by dataset: regression for continuous values (e.g., LD50, hERG inhibition percentage) or binary classification for toxic/non-toxic outcomes (e.g., AMES mutagenicity, cardiotoxicity, hepatotoxicity). Dataset: herg_karim. The drug is O=c1n(Cc2ccc(Cl)cc2)c2sc3c(c2c2ncnn12)CCN(Cc1ccccc1)C3. The result is 1 (blocker).